Dataset: Reaction yield outcomes from USPTO patents with 853,638 reactions. Task: Predict the reaction yield, written as a fraction of the theoretical maximum amount of product (1.0 means a 100% yield; for example, 0.34 means a 34% yield). The reactants are [OH-].[Na+].C[Si](C)(C)[C:5]#[C:6][C:7]([O:14][CH2:15][CH3:16])([O:11][CH2:12][CH3:13])[O:8][CH2:9][CH3:10]. The catalyst is O.C(O)C. The product is [CH2:15]([O:14][C:7]([O:8][CH2:9][CH3:10])([O:11][CH2:12][CH3:13])[C:6]#[CH:5])[CH3:16]. The yield is 0.520.